Dataset: Catalyst prediction with 721,799 reactions and 888 catalyst types from USPTO. Task: Predict which catalyst facilitates the given reaction. Reactant: [CH:1]1([CH2:7][CH2:8]O)[CH2:6][CH2:5][CH2:4][CH2:3][CH2:2]1.N1C=CN=C1.C1C=CC(P(C2C=CC=CC=2)C2C=CC=CC=2)=CC=1.[I:34]I. Product: [I:34][CH2:8][CH2:7][CH:1]1[CH2:6][CH2:5][CH2:4][CH2:3][CH2:2]1. The catalyst class is: 7.